From a dataset of Forward reaction prediction with 1.9M reactions from USPTO patents (1976-2016). Predict the product of the given reaction. (1) Given the reactants Cl[C:2]1[C:7]([CH2:8][C:9]([O:11][CH3:12])=[O:10])=[C:6]([Cl:13])[N:5]=[CH:4][N:3]=1.CN(C=O)C.[CH3:19][O:20][C:21]1[CH:28]=[CH:27][C:24]([CH2:25][NH2:26])=[CH:23][CH:22]=1.CCN(C(C)C)C(C)C, predict the reaction product. The product is: [Cl:13][C:6]1[C:7]([CH2:8][C:9]([O:11][CH3:12])=[O:10])=[C:2]([NH:26][CH2:25][C:24]2[CH:27]=[CH:28][C:21]([O:20][CH3:19])=[CH:22][CH:23]=2)[N:3]=[CH:4][N:5]=1. (2) Given the reactants [O:1]=[C:2]1[O:6][C@H:5]([C:7]([OH:9])=O)[CH2:4][CH2:3]1.C(N(CC)CC)C.[Cl:17][C:18]1[CH:19]=[C:20]([NH:25][C:26]2[C:35]3[C:30](=[CH:31][C:32]([O:39][CH2:40][CH2:41][N:42]4[CH2:47][CH2:46][NH:45][CH2:44][CH2:43]4)=[C:33]([N+:36]([O-:38])=[O:37])[CH:34]=3)[N:29]=[CH:28][N:27]=2)[CH:21]=[CH:22][C:23]=1[F:24].N1(OC(N(C)C)=[N+](C)C)C2C=CC=CC=2N=N1.F[B-](F)(F)F, predict the reaction product. The product is: [Cl:17][C:18]1[CH:19]=[C:20]([NH:25][C:26]2[C:35]3[C:30](=[CH:31][C:32]([O:39][CH2:40][CH2:41][N:42]4[CH2:47][CH2:46][N:45]([C:7]([C@H:5]5[O:6][C:2](=[O:1])[CH2:3][CH2:4]5)=[O:9])[CH2:44][CH2:43]4)=[C:33]([N+:36]([O-:38])=[O:37])[CH:34]=3)[N:29]=[CH:28][N:27]=2)[CH:21]=[CH:22][C:23]=1[F:24]. (3) Given the reactants [F:1][C:2]1[CH:3]=[N:4][CH:5]=[CH:6][C:7]=1[C@@H:8]1[NH:12][CH:11]([C:13]([OH:15])=[O:14])[CH2:10][S:9]1.CCN(C(C)C)C(C)C.Cl[C:26]([O:28][CH2:29][C:30]1[CH:35]=[CH:34][CH:33]=[CH:32][CH:31]=1)=[O:27], predict the reaction product. The product is: [CH2:29]([O:28][C:26]([N:12]1[CH:11]([C:13]([OH:15])=[O:14])[CH2:10][S:9][C@@H:8]1[C:7]1[CH:6]=[CH:5][N:4]=[CH:3][C:2]=1[F:1])=[O:27])[C:30]1[CH:35]=[CH:34][CH:33]=[CH:32][CH:31]=1.